Predict the reactants needed to synthesize the given product. From a dataset of Full USPTO retrosynthesis dataset with 1.9M reactions from patents (1976-2016). Given the product [C:1]([O:5][C:6]([N:8]1[CH2:13][CH2:12][C:11]2[N:14]([CH2:26][CH2:27][F:28])[C:15]([C:17]3[CH:22]=[CH:21][N:20]=[C:19]([NH2:23])[N:18]=3)=[CH:16][C:10]=2[C:9]1=[O:24])=[O:7])([CH3:4])([CH3:2])[CH3:3], predict the reactants needed to synthesize it. The reactants are: [C:1]([O:5][C:6]([N:8]1[CH2:13][CH2:12][C:11]2[NH:14][C:15]([C:17]3[CH:22]=[CH:21][N:20]=[C:19]([NH2:23])[N:18]=3)=[CH:16][C:10]=2[C:9]1=[O:24])=[O:7])([CH3:4])([CH3:3])[CH3:2].Br[CH2:26][CH2:27][F:28].C(=O)([O-])[O-].[K+].[K+].O.